This data is from Peptide-MHC class II binding affinity with 134,281 pairs from IEDB. The task is: Regression. Given a peptide amino acid sequence and an MHC pseudo amino acid sequence, predict their binding affinity value. This is MHC class II binding data. (1) The peptide sequence is TSLMDKLKEDLITPA. The MHC is DRB1_0101 with pseudo-sequence DRB1_0101. The binding affinity (normalized) is 0.459. (2) The binding affinity (normalized) is 0.295. The peptide sequence is TRGAVLTYNGKRLEP. The MHC is DRB1_0405 with pseudo-sequence DRB1_0405. (3) The peptide sequence is HFFLFLLYILFLVKM. The MHC is DRB4_0101 with pseudo-sequence DRB4_0103. The binding affinity (normalized) is 0.356. (4) The peptide sequence is AAVVRFQEAANKQKQ. The MHC is HLA-DQA10401-DQB10402 with pseudo-sequence HLA-DQA10401-DQB10402. The binding affinity (normalized) is 0.155. (5) The peptide sequence is AAATAGTTVAGAFAA. The MHC is HLA-DQA10102-DQB10602 with pseudo-sequence HLA-DQA10102-DQB10602. The binding affinity (normalized) is 0.650. (6) The peptide sequence is VVMTSLALVGAALHP. The MHC is DRB1_0301 with pseudo-sequence DRB1_0301. The binding affinity (normalized) is 0.0876. (7) The peptide sequence is DAITSGIEVVWTNTP. The MHC is DRB1_0301 with pseudo-sequence DRB1_0301. The binding affinity (normalized) is 0.0151. (8) The MHC is HLA-DQA10101-DQB10501 with pseudo-sequence HLA-DQA10101-DQB10501. The binding affinity (normalized) is 0.634. The peptide sequence is SFDLELSWNLNGLQAY.